Dataset: Peptide-MHC class I binding affinity with 185,985 pairs from IEDB/IMGT. Task: Regression. Given a peptide amino acid sequence and an MHC pseudo amino acid sequence, predict their binding affinity value. This is MHC class I binding data. The peptide sequence is VQQGIVRQR. The MHC is HLA-A03:01 with pseudo-sequence HLA-A03:01. The binding affinity (normalized) is 0.